This data is from Forward reaction prediction with 1.9M reactions from USPTO patents (1976-2016). The task is: Predict the product of the given reaction. (1) Given the reactants [CH:1]1([O:6][C:7]2[CH:8]=[C:9]([C:15]3[NH:19][C:18]([CH2:20][OH:21])=[C:17]([C:22]([O:24][CH2:25][CH3:26])=[O:23])[CH:16]=3)[CH:10]=[CH:11][C:12]=2[O:13][CH3:14])[CH2:5][CH2:4][CH2:3][CH2:2]1, predict the reaction product. The product is: [CH:1]1([O:6][C:7]2[CH:8]=[C:9]([C:15]3[NH:19][C:18]([CH:20]=[O:21])=[C:17]([C:22]([O:24][CH2:25][CH3:26])=[O:23])[CH:16]=3)[CH:10]=[CH:11][C:12]=2[O:13][CH3:14])[CH2:2][CH2:3][CH2:4][CH2:5]1. (2) Given the reactants Cl.[CH:2]1([NH:7][C:8]([NH2:10])=[NH:9])[CH2:6][CH2:5][CH2:4][CH2:3]1.[O-]CC.[Na+].[F:15][C:16]1[CH:21]=[CH:20][C:19]([C:22]2[C:34]([C:35](=O)[C:36]#[CH:37])=[C:25]3[CH:26]=[CH:27][C:28]([C:30]([F:33])([F:32])[F:31])=[CH:29][N:24]3[N:23]=2)=[CH:18][CH:17]=1, predict the reaction product. The product is: [CH:2]1([NH:7][C:8]2[N:10]=[C:35]([C:34]3[C:22]([C:19]4[CH:18]=[CH:17][C:16]([F:15])=[CH:21][CH:20]=4)=[N:23][N:24]4[CH:29]=[C:28]([C:30]([F:32])([F:31])[F:33])[CH:27]=[CH:26][C:25]=34)[CH:36]=[CH:37][N:9]=2)[CH2:6][CH2:5][CH2:4][CH2:3]1.